Dataset: Experimentally validated miRNA-target interactions with 360,000+ pairs, plus equal number of negative samples. Task: Binary Classification. Given a miRNA mature sequence and a target amino acid sequence, predict their likelihood of interaction. (1) The miRNA is hsa-miR-6715b-3p with sequence CUCAAACCGGCUGUGCCUGUGG. The protein sequence of the target gene is MDITAKMEISVNQQQFMPPACFFASQSIQLSPTDSQCSNKSASKQAKRQRSSSPELLRCKRRLNFAGFGYSLPQQQPHAVARRNERERNRVKLVNNGFATLREHVPNGAANKKMSKVETLRSAVEYIRALQQLLDEHDAVSAAFQSGVLSPTISQNYSNDMNSMAGSPVSSYSSDEGSYDPLSPEEQELLDFTNWF. Result: 0 (no interaction). (2) The protein sequence of the target gene is MSSYFVNSLFSKYKTGESLRPNYYDCGFAQDLGGRPTVVYGPSSGGSFQHPSQIQEFYHGPSSLSTAPYQQNPCAVACHGDPGNFYGYDPLQRQSLFGAQDPDLVQYADCKLAAASGLGEEAEGSEQSPSPTQLFPWMRPQAAAGRRRGRQTYSRYQTLELEKEFLFNPYLTRKRRIEVSHALGLTERQVKIWFQNRRMKWKKENNKDKFPSSKCEQEELEKQKLERAPEAADEGDAQKGDKK. The miRNA is rno-miR-100-5p with sequence AACCCGUAGAUCCGAACUUGUG. Result: 0 (no interaction). (3) The miRNA is hsa-miR-519c-3p with sequence AAAGUGCAUCUUUUUAGAGGAU. The protein sequence of the target gene is MPLARDLLHPSLEEEKKKHKKKRLVQSPNSYFMDVKCPGCYKITTVFSHAQTVVLCVGCSTVLCQPTGGKARLTEGCSFRRKQH. Result: 0 (no interaction). (4) The miRNA is hsa-miR-4760-3p with sequence AAAUUCAUGUUCAAUCUAAACC. The protein sequence of the target gene is MEVKGPSGRSFCCESEGQFKSCLKRHTPSLLLPSSWKGNSGSCLMAEALHRTSPTPNSCPLPLPLCRMSGVLCSRNLFTFKFSLFQLDSGASGEPGHSLGLTLGFSYCGNCQTAVVSAQPEGMASNGAYPVLGPGVTANPGTSLSVFTALPFTTPAPGPAHGPLLVTAGAPPGGPLVLSTFPSTPLVTEQDGCGPSGAGASNVFVQMRTEVGPVKAAQAQTLVLTQAPLVWQAPGALCGGVVCPPPLLLAAAPVVPVMAAQVVGGTQACEGGWSQGLPLPPPPPPAAQLPPIVSQGNAGP.... Result: 0 (no interaction). (5) The miRNA is hsa-miR-149-5p with sequence UCUGGCUCCGUGUCUUCACUCCC. The protein sequence of the target gene is MTAEEMKATESGAQSAPLPMEGVDISPKQDEGVLKVIKREGTGTEMPMIGDRVFVHYTGWLLDGTKFDSSLDRKDKFSFDLGKGEVIKAWDIAIATMKVGEVCHITCKPEYAYGSAGSPPKIPPNATLVFEVELFEFKGEDLTEEEDGGIIRRIQTRGEGYAKPNEGAIVEVALEGYYKDKLFDQRELRFEIGEGENLDLPYGLERAIQRMEKGEHSIVYLKPSYAFGSVGKEKFQIPPNAELKYELHLKSFEKAKESWEMNSEEKLEQSTIVKERGTVYFKEGKYKQALLQYKKIVSWL.... Result: 1 (interaction). (6) The miRNA is mmu-miR-7217-5p with sequence AACUUGUAUCUUGUGAGACAGAAGG. The protein sequence of the target gene is MEHAAPLAVPLGQAEVFQALQRLHMTIFSQSVSPCGKFLAAGNNYGQIAIFSLSAALSSEAKEESKKPVVVFHAHDGPVYSMVSTDRHLLSAGDGEVKGWLWAEILKKGCKELWRRQPPYRTSLEVPEINALLLVPKENSLILAGGDCQLHSMDLETGAFTRALRGHTDYIHCLALRERSPEVLSGGEDGAVRLWDLRIAKEVQTIEVYKHEECSRPHNGRWIGCLATDSDWMVCGGGPALTLWHLRSSTPTTVFPIRAPQKHVTFYQDLILSAGQGCCVNHWQLSGELKAQVPGSSPGL.... Result: 0 (no interaction).